This data is from Reaction yield outcomes from USPTO patents with 853,638 reactions. The task is: Predict the reaction yield, written as a fraction of the theoretical maximum amount of product (1.0 means a 100% yield; for example, 0.34 means a 34% yield). (1) The product is [CH2:1]([C@H:8]1[NH:23][C:22](=[O:24])[C@@H:21]([CH3:25])[NH:20][C:19](=[O:26])[CH2:18][C@@H:17](/[CH:27]=[CH:28]/[CH2:29][CH2:30][S:31][C:32](=[O:65])[CH3:39])[O:16][C:15](=[O:51])[CH2:14][NH:13][C:12](=[O:52])[C@@H:11]([CH:53]([CH3:54])[CH3:55])[NH:10][C:9]1=[O:56])[C:2]1[CH:3]=[CH:4][CH:5]=[CH:6][CH:7]=1. The reactants are [CH2:1]([C@H:8]1[NH:23][C:22](=[O:24])[C@@H:21]([CH3:25])[NH:20][C:19](=[O:26])[CH2:18][C@@H:17](/[CH:27]=[CH:28]/[CH2:29][CH2:30][S:31][C:32](C2C=CC=CC=2)([C:39]2C=CC=CC=2)C2C=CC=CC=2)[O:16][C:15](=[O:51])[CH2:14][NH:13][C:12](=[O:52])[C@@H:11]([CH:53]([CH3:55])[CH3:54])[NH:10][C:9]1=[O:56])[C:2]1[CH:7]=[CH:6][CH:5]=[CH:4][CH:3]=1.[SiH](CC)(CC)CC.C(O)(C(F)(F)F)=[O:65].C([C@H]1NC(=O)[C@@H](C)NC(=O)C[C@@H](/C=C/CCS)OC(=O)CNC(=O)[C@@H](C(C)C)NC1=O)C1C=CC=CC=1.CCN(C(C)C)C(C)C.C(Cl)(C)=O. The catalyst is C(Cl)Cl. The yield is 0.450. (2) The reactants are [NH2:1][C:2]1[CH:10]=[C:9]([O:11][CH3:12])[C:8]([O:13][CH3:14])=[CH:7][C:3]=1[C:4]([NH2:6])=[O:5].[OH:15][CH2:16][CH2:17][N:18]([C:22]1[CH:29]=[CH:28][C:25]([CH:26]=O)=[CH:24][CH:23]=1)[CH2:19][CH2:20][OH:21].COC1C=C(OC)C=C2C=1C(=O)NC(C1C=CC=CN=1)=N2. No catalyst specified. The product is [OH:15][CH2:16][CH2:17][N:18]([CH2:19][CH2:20][OH:21])[C:22]1[CH:29]=[CH:28][C:25]([C:26]2[NH:6][C:4](=[O:5])[C:3]3[C:2](=[CH:10][C:9]([O:11][CH3:12])=[C:8]([O:13][CH3:14])[CH:7]=3)[N:1]=2)=[CH:24][CH:23]=1. The yield is 0.240. (3) The reactants are [OH:1][N:2]1[C:6](=[O:7])[C:5]2=[CH:8][CH:9]=[CH:10][CH:11]=[C:4]2[C:3]1=[O:12].CN1[CH2:18][CH2:17][CH2:16]C1=O.[C:20]([O-])([O-])=O.[K+].[K+].Br[CH2:27][C:28]([O:30]CCCC)=[O:29]. The catalyst is O. The product is [C:3]1(=[O:12])[N:2]([O:1][CH2:27][C:28]([O:30][C:17]([CH3:16])([CH3:18])[CH3:20])=[O:29])[C:6](=[O:7])[C:5]2=[CH:8][CH:9]=[CH:10][CH:11]=[C:4]12. The yield is 1.06. (4) The reactants are [NH2:1][C:2]1[C:3]([C:12]([C:14]2[CH:19]=[CH:18][CH:17]=[CH:16][C:15]=2[O:20][CH3:21])=O)=[CH:4][CH:5]=[C:6]2[C:11]=1[N:10]=[CH:9][CH:8]=[CH:7]2.[CH3:22][NH:23][S:24](Cl)(=[O:26])=[O:25].[BH4-].[Na+].CO. The catalyst is N1C=CC=CC=1. The product is [CH3:21][O:20][C:15]1[CH:16]=[CH:17][CH:18]=[CH:19][C:14]=1[CH:12]1[C:3]2[CH:4]=[CH:5][C:6]3[C:11](=[N:10][CH:9]=[CH:8][CH:7]=3)[C:2]=2[NH:1][S:24](=[O:26])(=[O:25])[N:23]1[CH3:22]. The yield is 0.440. (5) The reactants are [F:1][C:2]1[C:3]2[C:14](=[O:15])[N:13]([C:16]3[C:21]([CH:22]=[O:23])=[C:20]([C:24]4[CH:29]=[C:28]([NH:30][C:31]5[CH:36]=[CH:35][C:34]([N:37]6[CH2:42][CH2:41][N:40]([CH:43]7[CH2:46][O:45][CH2:44]7)[CH2:39][C@@H:38]6[CH3:47])=[CH:33][N:32]=5)[C:27](=[O:48])[N:26]([CH3:49])[CH:25]=4)[CH:19]=[CH:18][N:17]=3)[CH2:12][CH2:11][C:4]=2[N:5]2[C:10]=1[CH2:9][CH2:8][CH2:7][CH2:6]2.[BH4-].[Na+]. The catalyst is CO. The product is [F:1][C:2]1[C:3]2[C:14](=[O:15])[N:13]([C:16]3[C:21]([CH2:22][OH:23])=[C:20]([C:24]4[CH:29]=[C:28]([NH:30][C:31]5[CH:36]=[CH:35][C:34]([N:37]6[CH2:42][CH2:41][N:40]([CH:43]7[CH2:44][O:45][CH2:46]7)[CH2:39][C@@H:38]6[CH3:47])=[CH:33][N:32]=5)[C:27](=[O:48])[N:26]([CH3:49])[CH:25]=4)[CH:19]=[CH:18][N:17]=3)[CH2:12][CH2:11][C:4]=2[N:5]2[C:10]=1[CH2:9][CH2:8][CH2:7][CH2:6]2. The yield is 0.280. (6) The reactants are [Si:1]([O:8][CH2:9][C@@H:10]1[CH2:14][C:13](/[CH:15]=[CH:16]/[CH3:17])=[CH:12][N:11]1[C:18]([C:20]1[CH:25]=[C:24]([O:26][CH3:27])[C:23]([O:28][Si:29]([CH:36]([CH3:38])[CH3:37])([CH:33]([CH3:35])[CH3:34])[CH:30]([CH3:32])[CH3:31])=[CH:22][C:21]=1[N+:39]([O-])=O)=[O:19])([C:4]([CH3:7])([CH3:6])[CH3:5])([CH3:3])[CH3:2]. The product is [NH2:39][C:21]1[CH:22]=[C:23]([O:28][Si:29]([CH:33]([CH3:34])[CH3:35])([CH:36]([CH3:38])[CH3:37])[CH:30]([CH3:32])[CH3:31])[C:24]([O:26][CH3:27])=[CH:25][C:20]=1[C:18]([N:11]1[CH:12]=[C:13](/[CH:15]=[CH:16]/[CH3:17])[CH2:14][C@H:10]1[CH2:9][O:8][Si:1]([C:4]([CH3:7])([CH3:6])[CH3:5])([CH3:2])[CH3:3])=[O:19]. The yield is 0.690. The catalyst is [Zn].C(O)=O.C(O)C.